Dataset: Forward reaction prediction with 1.9M reactions from USPTO patents (1976-2016). Task: Predict the product of the given reaction. (1) The product is: [F:8][C:6]1[CH:5]=[C:4]([NH:9][C:10]2[N:15]=[C:14]([N:16]3[C:20]([CH3:21])=[CH:19][C:18]([C:22]([F:25])([F:24])[F:23])=[N:17]3)[C:13]([C:26]3[CH:27]=[C:28](/[CH:32]=[CH:33]/[C:34]([OH:36])=[O:35])[CH:29]=[CH:30][CH:31]=3)=[CH:12][N:11]=2)[CH:3]=[C:2]([F:1])[CH:7]=1. Given the reactants [F:1][C:2]1[CH:3]=[C:4]([NH:9][C:10]2[N:15]=[C:14]([N:16]3[C:20]([CH3:21])=[CH:19][C:18]([C:22]([F:25])([F:24])[F:23])=[N:17]3)[C:13]([C:26]3[CH:27]=[C:28](/[CH:32]=[CH:33]/[C:34]([O:36]CC)=[O:35])[CH:29]=[CH:30][CH:31]=3)=[CH:12][N:11]=2)[CH:5]=[C:6]([F:8])[CH:7]=1.O.[OH-].[Ba+2].[OH-], predict the reaction product. (2) Given the reactants [CH2:1]([O:8][C:9]([NH:11][CH:12]1[N:18]=[C:17]([C:19]2[CH:24]=[CH:23][CH:22]=[CH:21][CH:20]=2)[C:16]2[CH:25]=[CH:26][CH:27]=[CH:28][C:15]=2[NH:14][C:13]1=[O:29])=[O:10])[C:2]1[CH:7]=[CH:6][CH:5]=[CH:4][CH:3]=1.[H-].[Na+].[CH2:32](I)[CH:33]([CH3:35])[CH3:34].[Cl-].[Na+], predict the reaction product. The product is: [CH2:1]([O:8][C:9]([NH:11][CH:12]1[N:18]=[C:17]([C:19]2[CH:24]=[CH:23][CH:22]=[CH:21][CH:20]=2)[C:16]2[CH:25]=[CH:26][CH:27]=[CH:28][C:15]=2[N:14]([CH2:32][CH:33]([CH3:35])[CH3:34])[C:13]1=[O:29])=[O:10])[C:2]1[CH:7]=[CH:6][CH:5]=[CH:4][CH:3]=1.